Task: Predict the product of the given reaction.. Dataset: Forward reaction prediction with 1.9M reactions from USPTO patents (1976-2016) (1) Given the reactants [CH3:1][NH:2][C:3](=[O:14])[C:4]1[CH:9]=[CH:8][C:7]([S:10]([CH3:13])(=[O:12])=[O:11])=[CH:6][CH:5]=1.[H-].[Na+].Br[CH2:18][C:19]1[C:28](=[O:29])[C:27]2[C:22](=[CH:23][C:24]([Cl:30])=[CH:25][CH:26]=2)[N:21]([C:31]2[CH:36]=[CH:35][CH:34]=[CH:33][CH:32]=2)[C:20]=1[C:37]([O:39][CH3:40])=[O:38], predict the reaction product. The product is: [CH3:40][O:39][C:37]([C:20]1[N:21]([C:31]2[CH:32]=[CH:33][CH:34]=[CH:35][CH:36]=2)[C:22]2[C:27]([C:28](=[O:29])[C:19]=1[CH2:18][N:2]([C:3](=[O:14])[C:4]1[CH:5]=[CH:6][C:7]([S:10]([CH3:13])(=[O:12])=[O:11])=[CH:8][CH:9]=1)[CH3:1])=[CH:26][CH:25]=[C:24]([Cl:30])[CH:23]=2)=[O:38]. (2) Given the reactants [Cl:1][C:2]1[C:3]([CH2:8][OH:9])=[N:4][S:5][C:6]=1[Cl:7].[Cr](Cl)([O-])(=O)=O.[NH+]1C=CC=CC=1, predict the reaction product. The product is: [Cl:1][C:2]1[C:3]([CH:8]=[O:9])=[N:4][S:5][C:6]=1[Cl:7]. (3) Given the reactants [Cl:1][C:2]1[CH:3]=[CH:4][C:5]2[C:6](=[O:15])[C:7]3[N:8]([CH2:11][CH2:12][CH2:13][N:14]=3)[C:9]=2[CH:10]=1.[N+:16]([O-])([OH:18])=[O:17], predict the reaction product. The product is: [Cl:1][C:2]1[C:3]([N+:16]([O-:18])=[O:17])=[CH:4][C:5]2[C:6](=[O:15])[C:7]3[N:8]([CH2:11][CH2:12][CH2:13][N:14]=3)[C:9]=2[CH:10]=1. (4) The product is: [Br:9][C:10]1[CH:22]=[CH:21][C:20]([O:23][CH3:24])=[CH:19][C:11]=1[CH2:12][CH:13]1[CH2:14][CH2:15][N:16]([C:36](=[O:37])[CH2:35][C:25]2([CH2:31][C:32]([OH:34])=[O:33])[CH2:30][CH2:29][CH2:28][CH2:27][CH2:26]2)[CH2:17][CH2:18]1. Given the reactants C(N(CC)CC)C.Cl.[Br:9][C:10]1[CH:22]=[CH:21][C:20]([O:23][CH3:24])=[CH:19][C:11]=1[CH2:12][CH:13]1[CH2:18][CH2:17][NH:16][CH2:15][CH2:14]1.[C:25]1([CH2:35][C:36](O)=[O:37])([CH2:31][C:32]([OH:34])=[O:33])[CH2:30][CH2:29][CH2:28][CH2:27][CH2:26]1.ON1C2C=CC=CC=2N=N1.Cl.C(N=C=NCCCN(C)C)C, predict the reaction product. (5) Given the reactants [Cl:1][C:2]1[CH:3]=[C:4]([NH:9][C:10]2[C:19]3[C:14](=[CH:15][C:16]([O:21][CH3:22])=[C:17]([OH:20])[CH:18]=3)[N:13]=[CH:12][N:11]=2)[CH:5]=[CH:6][C:7]=1[F:8].C([O-])([O-])=O.[K+].[K+].Br[CH2:30][CH2:31][CH2:32][Cl:33].CN(C=O)C, predict the reaction product. The product is: [Cl:1][C:2]1[CH:3]=[C:4]([NH:9][C:10]2[C:19]3[C:14](=[CH:15][C:16]([O:21][CH3:22])=[C:17]([O:20][CH2:30][CH2:31][CH2:32][Cl:33])[CH:18]=3)[N:13]=[CH:12][N:11]=2)[CH:5]=[CH:6][C:7]=1[F:8]. (6) Given the reactants F[C:2]1[CH:7]=[CH:6][CH:5]=[C:4]([N+:8]([O-:10])=[O:9])[CH:3]=1.[NH:11]1[CH2:16][CH2:15][O:14][CH2:13][CH2:12]1, predict the reaction product. The product is: [N+:8]([C:4]1[CH:3]=[C:2]([N:11]2[CH2:16][CH2:15][O:14][CH2:13][CH2:12]2)[CH:7]=[CH:6][CH:5]=1)([O-:10])=[O:9].